From a dataset of NCI-60 drug combinations with 297,098 pairs across 59 cell lines. Regression. Given two drug SMILES strings and cell line genomic features, predict the synergy score measuring deviation from expected non-interaction effect. (1) Drug 1: C1=CC=C(C=C1)NC(=O)CCCCCCC(=O)NO. Drug 2: CC1=C(N=C(N=C1N)C(CC(=O)N)NCC(C(=O)N)N)C(=O)NC(C(C2=CN=CN2)OC3C(C(C(C(O3)CO)O)O)OC4C(C(C(C(O4)CO)O)OC(=O)N)O)C(=O)NC(C)C(C(C)C(=O)NC(C(C)O)C(=O)NCCC5=NC(=CS5)C6=NC(=CS6)C(=O)NCCC[S+](C)C)O. Cell line: OVCAR-8. Synergy scores: CSS=46.9, Synergy_ZIP=-13.9, Synergy_Bliss=-4.31, Synergy_Loewe=-7.54, Synergy_HSA=1.91. (2) Drug 1: C1C(C(OC1N2C=NC3=C2NC=NCC3O)CO)O. Drug 2: CCC1(C2=C(COC1=O)C(=O)N3CC4=CC5=C(C=CC(=C5CN(C)C)O)N=C4C3=C2)O.Cl. Cell line: OVCAR-8. Synergy scores: CSS=34.8, Synergy_ZIP=-5.11, Synergy_Bliss=-2.42, Synergy_Loewe=-28.6, Synergy_HSA=-0.947. (3) Drug 1: C1CC(=O)NC(=O)C1N2C(=O)C3=CC=CC=C3C2=O. Drug 2: CN(C(=O)NC(C=O)C(C(C(CO)O)O)O)N=O. Synergy scores: CSS=-24.1, Synergy_ZIP=-3.69, Synergy_Bliss=-30.0, Synergy_Loewe=-41.4, Synergy_HSA=-47.5. Cell line: DU-145. (4) Drug 2: CC1CCC2CC(C(=CC=CC=CC(CC(C(=O)C(C(C(=CC(C(=O)CC(OC(=O)C3CCCCN3C(=O)C(=O)C1(O2)O)C(C)CC4CCC(C(C4)OC)O)C)C)O)OC)C)C)C)OC. Synergy scores: CSS=75.3, Synergy_ZIP=0.384, Synergy_Bliss=5.18, Synergy_Loewe=8.09, Synergy_HSA=9.40. Drug 1: CC(CN1CC(=O)NC(=O)C1)N2CC(=O)NC(=O)C2. Cell line: HL-60(TB). (5) Drug 1: CC1(CCCN1)C2=NC3=C(C=CC=C3N2)C(=O)N. Drug 2: CN1C=C(C=N1)C2=C3N=C(C(=C(N3N=C2)N)Br)C4CCCNC4. Cell line: NCI-H460. Synergy scores: CSS=8.49, Synergy_ZIP=-2.59, Synergy_Bliss=-2.08, Synergy_Loewe=-14.7, Synergy_HSA=0.0733. (6) Drug 1: C1C(C(OC1N2C=NC3=C2NC=NCC3O)CO)O. Drug 2: C1C(C(OC1N2C=NC(=NC2=O)N)CO)O. Cell line: SK-MEL-28. Synergy scores: CSS=-1.69, Synergy_ZIP=0.443, Synergy_Bliss=-1.81, Synergy_Loewe=-3.07, Synergy_HSA=-3.11. (7) Drug 1: CC1=C(C(CCC1)(C)C)C=CC(=CC=CC(=CC(=O)O)C)C. Drug 2: CN(C(=O)NC(C=O)C(C(C(CO)O)O)O)N=O. Cell line: CAKI-1. Synergy scores: CSS=12.1, Synergy_ZIP=-2.24, Synergy_Bliss=0.160, Synergy_Loewe=-6.41, Synergy_HSA=-0.364. (8) Drug 1: CC(C1=C(C=CC(=C1Cl)F)Cl)OC2=C(N=CC(=C2)C3=CN(N=C3)C4CCNCC4)N. Drug 2: COC1=C(C=C2C(=C1)N=CN=C2NC3=CC(=C(C=C3)F)Cl)OCCCN4CCOCC4. Cell line: HCC-2998. Synergy scores: CSS=37.6, Synergy_ZIP=8.54, Synergy_Bliss=12.3, Synergy_Loewe=11.9, Synergy_HSA=12.1.